From a dataset of Forward reaction prediction with 1.9M reactions from USPTO patents (1976-2016). Predict the product of the given reaction. (1) Given the reactants [NH2:1][CH2:2][C:3]1[CH:16]=[CH:15][CH:14]=[CH:13][C:4]=1[NH:5][CH2:6][C:7]1[CH:12]=[CH:11][CH:10]=[CH:9][CH:8]=1.[C:17](N1C=CN=C1)(N1C=CN=C1)=[O:18].Cl, predict the reaction product. The product is: [CH2:6]([N:5]1[C:4]2[C:3](=[CH:16][CH:15]=[CH:14][CH:13]=2)[CH2:2][NH:1][C:17]1=[O:18])[C:7]1[CH:12]=[CH:11][CH:10]=[CH:9][CH:8]=1. (2) Given the reactants Cl.[F:2][C:3]1[CH:37]=[C:36]([NH:38][C:39]([N:41]2[CH2:45][CH2:44][N:43]([C:46]3[CH:51]=[CH:50][CH:49]=[CH:48][CH:47]=3)[C:42]2=[O:52])=[O:40])[CH:35]=[CH:34][C:4]=1[O:5][C:6]1[CH:11]=[CH:10][N:9]=[C:8]2[CH:12]=[C:13]([C:15]3[N:20]=[CH:19][C:18]([CH2:21][N:22]([CH2:30][CH2:31][O:32][CH3:33])C(=O)OC(C)(C)C)=[CH:17][CH:16]=3)[S:14][C:7]=12, predict the reaction product. The product is: [F:2][C:3]1[CH:37]=[C:36]([NH:38][C:39]([N:41]2[CH2:45][CH2:44][N:43]([C:46]3[CH:47]=[CH:48][CH:49]=[CH:50][CH:51]=3)[C:42]2=[O:52])=[O:40])[CH:35]=[CH:34][C:4]=1[O:5][C:6]1[CH:11]=[CH:10][N:9]=[C:8]2[CH:12]=[C:13]([C:15]3[CH:16]=[CH:17][C:18]([CH2:21][NH:22][CH2:30][CH2:31][O:32][CH3:33])=[CH:19][N:20]=3)[S:14][C:7]=12. (3) Given the reactants [I:1][C:2]1[CH:7]=[CH:6][C:5]([CH2:8]O)=[CH:4][CH:3]=1.C1(P(C2C=CC=CC=2)C2C=CC=CC=2)C=CC=CC=1.[Cl:29][C:30]1[S:34][C:33]([C:35]([NH:37][C:38]2[CH:46]=[CH:45][CH:44]=[C:43]3[C:39]=2[C:40](=[O:48])[NH:41][C:42]3=[O:47])=[O:36])=[CH:32][CH:31]=1.N(C(OCC)=O)=NC(OCC)=O, predict the reaction product. The product is: [Cl:29][C:30]1[S:34][C:33]([C:35]([NH:37][C:38]2[CH:46]=[CH:45][CH:44]=[C:43]3[C:39]=2[C:40](=[O:48])[N:41]([CH2:8][C:5]2[CH:6]=[CH:7][C:2]([I:1])=[CH:3][CH:4]=2)[C:42]3=[O:47])=[O:36])=[CH:32][CH:31]=1. (4) Given the reactants [NH2:1][C:2]1[CH:7]=[CH:6][CH:5]=[CH:4][C:3]=1[NH:8][C:9]1[C:17]2[O:16][CH2:15][C@H:14]([N:18]([C:33](=[O:38])[C:34]([F:37])([F:36])[F:35])[C:19]3[CH:32]=[CH:31][C:22]4[C@H:23]([CH2:26][C:27]([O:29][CH3:30])=[O:28])[CH2:24][O:25][C:21]=4[CH:20]=3)[C:13]=2[CH:12]=[CH:11][CH:10]=1.[C:39](Cl)(=O)[CH2:40][CH3:41].C(=O)([O-])O.[Na+], predict the reaction product. The product is: [CH2:40]([C:41]1[N:8]([C:9]2[C:17]3[O:16][CH2:15][C@H:14]([N:18]([C:33](=[O:38])[C:34]([F:37])([F:36])[F:35])[C:19]4[CH:32]=[CH:31][C:22]5[C@H:23]([CH2:26][C:27]([O:29][CH3:30])=[O:28])[CH2:24][O:25][C:21]=5[CH:20]=4)[C:13]=3[CH:12]=[CH:11][CH:10]=2)[C:3]2[CH:4]=[CH:5][CH:6]=[CH:7][C:2]=2[N:1]=1)[CH3:39].